From a dataset of Reaction yield outcomes from USPTO patents with 853,638 reactions. Predict the reaction yield, written as a fraction of the theoretical maximum amount of product (1.0 means a 100% yield; for example, 0.34 means a 34% yield). (1) The reactants are Br[C:2]1[CH:3]=[CH:4][C:5]([O:8][CH3:9])=[N:6][CH:7]=1.C([Li])CCC.Br[CH2:16][CH2:17][CH2:18][C:19]1[CH:24]=[CH:23][CH:22]=[CH:21][CH:20]=1. The catalyst is C1COCC1. The product is [CH3:9][O:8][C:5]1[CH:4]=[CH:3][C:2]([CH2:16][CH2:17][CH2:18][C:19]2[CH:24]=[CH:23][CH:22]=[CH:21][CH:20]=2)=[CH:7][N:6]=1. The yield is 0.170. (2) The reactants are [CH:1]([C:3]1[CH:28]=[CH:27][C:6]([C:7]([NH:9][C:10]2[CH:15]=[CH:14][CH:13]=[CH:12][C:11]=2/[CH:16]=[CH:17]/[C:18]2[C:26]3[C:21](=[CH:22][CH:23]=[CH:24][CH:25]=3)[NH:20][N:19]=2)=[O:8])=[CH:5][CH:4]=1)=O.C(O)(=O)C.[NH:33]1[CH2:38][CH2:37][O:36][CH2:35][CH2:34]1.C(O[BH-](OC(=O)C)OC(=O)C)(=O)C.[Na+]. The catalyst is ClC(Cl)C.O. The product is [NH:20]1[C:21]2[C:26](=[CH:25][CH:24]=[CH:23][CH:22]=2)[C:18](/[CH:17]=[CH:16]/[C:11]2[CH:12]=[CH:13][CH:14]=[CH:15][C:10]=2[NH:9][C:7](=[O:8])[C:6]2[CH:27]=[CH:28][C:3]([CH2:1][N:33]3[CH2:38][CH2:37][O:36][CH2:35][CH2:34]3)=[CH:4][CH:5]=2)=[N:19]1. The yield is 0.300. (3) The reactants are [NH2:1][C:2]1[S:3][C:4]([C:12]2[CH:13]=[CH:14]C(=O)N(C)[CH:17]=2)=[C:5]([C:7]2[O:8][CH:9]=[CH:10][CH:11]=2)[N:6]=1.[C:20]([OH:28])(=O)[C:21]1[CH:26]=[CH:25][N:24]=[CH:23][CH:22]=1.C1CN([P+](ON2N=[N:53][C:48]3C=CC=CC2=3)(N2CCCC2)N2CCCC2)CC1.F[P-](F)(F)(F)(F)F.[CH2:62]([N:64]([CH2:67][CH3:68])[CH2:65][CH3:66])C.CN([CH:72]=[O:73])C. The catalyst is O. The product is [O:8]1[CH:9]=[CH:10][CH:11]=[C:7]1[C:5]1[N:6]=[C:2]([NH:1][C:20]([C:21]2[CH:22]=[CH:23][N:24]=[C:25]([CH2:62][N:64]3[CH2:67][CH2:68][CH:72]([OH:73])[CH2:66][CH2:65]3)[CH:26]=2)=[O:28])[S:3][C:4]=1[C:12]1[CH:17]=[CH:48][N:53]=[CH:14][CH:13]=1. The yield is 0.560. (4) The reactants are Cl.[F:2][C:3]1[CH:4]=[C:5]([C:9]2([N:19]([CH3:21])[CH3:20])[CH2:18][CH2:17][C:12]3(OCC[O:13]3)[CH2:11][CH2:10]2)[CH:6]=[CH:7][CH:8]=1.Cl. The catalyst is O. The product is [CH3:20][N:19]([CH3:21])[C:9]1([C:5]2[CH:6]=[CH:7][CH:8]=[C:3]([F:2])[CH:4]=2)[CH2:18][CH2:17][C:12](=[O:13])[CH2:11][CH2:10]1. The yield is 0.500. (5) The reactants are [Cl:1][C:2]1[CH:29]=[CH:28][C:5]([O:6][C:7]2[CH:27]=[CH:26][C:10]([CH2:11][CH2:12][O:13][C:14]3[NH:15][CH:16]=[C:17]([CH2:21][C:22]([F:25])([F:24])[F:23])[C:18](=[O:20])[N:19]=3)=[CH:9][CH:8]=2)=[CH:4][C:3]=1[C:30]([F:33])([F:32])[F:31].[CH3:34]CN(C(C)C)C(C)C.CI. The catalyst is C(Cl)Cl. The product is [Cl:1][C:2]1[CH:29]=[CH:28][C:5]([O:6][C:7]2[CH:27]=[CH:26][C:10]([CH2:11][CH2:12][O:13][C:14]3[N:15]([CH3:34])[CH:16]=[C:17]([CH2:21][C:22]([F:25])([F:24])[F:23])[C:18](=[O:20])[N:19]=3)=[CH:9][CH:8]=2)=[CH:4][C:3]=1[C:30]([F:31])([F:33])[F:32]. The yield is 0.413. (6) The catalyst is COC(C)(C)C. The yield is 0.600. The product is [Br:1][C:2]1[CH:3]=[CH:4][C:5]([OH:11])=[C:6]([C:8](=[O:10])[CH:9]=[CH:16][C:15]2[CH:18]=[CH:19][CH:20]=[C:13]([Cl:12])[CH:14]=2)[CH:7]=1. The reactants are [Br:1][C:2]1[CH:3]=[CH:4][C:5]([OH:11])=[C:6]([C:8](=[O:10])[CH3:9])[CH:7]=1.[Cl:12][C:13]1[CH:14]=[C:15]([CH:18]=[CH:19][CH:20]=1)[CH:16]=O.CCO.[OH-].[Na+].